This data is from Forward reaction prediction with 1.9M reactions from USPTO patents (1976-2016). The task is: Predict the product of the given reaction. Given the reactants [C:1]1([NH2:8])[CH:6]=[CH:5][CH:4]=[CH:3][C:2]=1[NH2:7].[CH2:9]([O:11][C:12](=[O:19])[CH2:13][C:14](OCC)=N)[CH3:10], predict the reaction product. The product is: [CH2:9]([O:11][C:12](=[O:19])[CH2:13][C:14]1[NH:8][C:1]2[CH:6]=[CH:5][CH:4]=[CH:3][C:2]=2[N:7]=1)[CH3:10].